From a dataset of Catalyst prediction with 721,799 reactions and 888 catalyst types from USPTO. Predict which catalyst facilitates the given reaction. Product: [C:6]([CH2:7][C:34]1[CH:35]=[C:36]2[C:28]([C:24]3[N:23]=[C:22]([N:19]4[CH2:20][CH2:21][N:16]([C:14]([O:13][C:9]([CH3:12])([CH3:10])[CH3:11])=[O:15])[CH2:17][CH2:18]4)[CH:27]=[CH:26][CH:25]=3)=[N:29][N:30]([CH:38]3[CH2:43][CH2:42][CH2:41][CH2:40][O:39]3)[C:31]2=[CH:32][N:33]=1)#[N:8]. Reactant: C([Li])CCC.[C:6](#[N:8])[CH3:7].[C:9]([O:13][C:14]([N:16]1[CH2:21][CH2:20][N:19]([C:22]2[CH:27]=[CH:26][CH:25]=[C:24]([C:28]3[C:36]4[C:31](=[CH:32][N:33]=[C:34](Br)[CH:35]=4)[N:30]([CH:38]4[CH2:43][CH2:42][CH2:41][CH2:40][O:39]4)[N:29]=3)[N:23]=2)[CH2:18][CH2:17]1)=[O:15])([CH3:12])([CH3:11])[CH3:10].[NH4+].[Cl-]. The catalyst class is: 392.